Dataset: Full USPTO retrosynthesis dataset with 1.9M reactions from patents (1976-2016). Task: Predict the reactants needed to synthesize the given product. (1) Given the product [C:1]1([CH:7]([CH2:16][CH2:17][CH2:18][CH3:19])[C:8]([N:10]2[CH2:15][CH2:14][CH2:13][CH2:12][CH2:11]2)=[O:9])[CH:2]=[CH:3][CH:4]=[CH:5][CH:6]=1, predict the reactants needed to synthesize it. The reactants are: [C:1]1([CH2:7][C:8]([N:10]2[CH2:15][CH2:14][CH2:13][CH2:12][CH2:11]2)=[O:9])[CH:6]=[CH:5][CH:4]=[CH:3][CH:2]=1.[CH2:16]([Li])[CH2:17][CH2:18][CH3:19].BrCCCC.Cl. (2) Given the product [N+:15]([C:3]1[CH:4]=[C:5]([CH:9]=[C:10]([S:11](=[O:14])(=[O:13])[NH2:12])[C:2]=1[O:29][C:23]1[CH:28]=[CH:27][CH:26]=[CH:25][CH:24]=1)[C:6]([OH:8])=[O:7])([O-:17])=[O:16], predict the reactants needed to synthesize it. The reactants are: Cl[C:2]1[C:10]([S:11](=[O:14])(=[O:13])[NH2:12])=[CH:9][C:5]([C:6]([OH:8])=[O:7])=[CH:4][C:3]=1[N+:15]([O-:17])=[O:16].C([O-])(O)=O.[Na+].[C:23]1([OH:29])[CH:28]=[CH:27][CH:26]=[CH:25][CH:24]=1.